Dataset: Forward reaction prediction with 1.9M reactions from USPTO patents (1976-2016). Task: Predict the product of the given reaction. Given the reactants [F:1][C:2]([F:30])([F:29])[C:3]1[CH:4]=[C:5]([S:9]([N:12]2[CH2:16][CH2:15][C@H:14]([O:17][N:18]3C(=O)C4C(=CC=CC=4)C3=O)[CH2:13]2)(=[O:11])=[O:10])[CH:6]=[CH:7][CH:8]=1.NN, predict the reaction product. The product is: [F:30][C:2]([F:1])([F:29])[C:3]1[CH:4]=[C:5]([S:9]([N:12]2[CH2:16][CH2:15][C@H:14]([O:17][NH2:18])[CH2:13]2)(=[O:11])=[O:10])[CH:6]=[CH:7][CH:8]=1.